Dataset: Forward reaction prediction with 1.9M reactions from USPTO patents (1976-2016). Task: Predict the product of the given reaction. (1) Given the reactants [NH:1]1[CH2:4][CH2:3][CH2:2]1.[CH3:5][N:6]1[C:10]([C:11](=[O:28])[NH:12][C:13]2[CH:14]=[CH:15][C:16]3[N:17]([N:19]=[C:20]([C:22]4[CH:23]=[N:24][CH:25]=[CH:26][CH:27]=4)[N:21]=3)[CH:18]=2)=[C:9]([C:29](O)=[O:30])[CH:8]=[N:7]1, predict the reaction product. The product is: [N:1]1([C:29]([C:9]2[CH:8]=[N:7][N:6]([CH3:5])[C:10]=2[C:11]([NH:12][C:13]2[CH:14]=[CH:15][C:16]3[N:17]([N:19]=[C:20]([C:22]4[CH:23]=[N:24][CH:25]=[CH:26][CH:27]=4)[N:21]=3)[CH:18]=2)=[O:28])=[O:30])[CH2:4][CH2:3][CH2:2]1. (2) Given the reactants [CH3:1][C@@:2]1([OH:24])[C@H:6]([OH:7])[C@@H:5]([CH2:8][OH:9])[O:4][C@H:3]1[N:10]1[CH:23]=[C:14]2[CH:15]=[CH:16][C:17]3[C:18](=[O:22])[NH:19][N:20]=[CH:21][C:12]([C:13]=32)=[N:11]1, predict the reaction product. The product is: [CH3:1][C@@:2]1([OH:24])[C@H:6]([OH:7])[C@@H:5]([CH2:8][OH:9])[O:4][C@H:3]1[N:10]1[CH:23]=[C:14]2[CH2:15][CH2:16][C:17]3[C:18](=[O:22])[NH:19][N:20]=[CH:21][C:12]([C:13]=32)=[N:11]1. (3) Given the reactants [Cl:1][C:2]1[CH:7]=[CH:6][C:5]([C@H:8]2[C@H:13]([OH:14])[C@@H:12]([OH:15])[C@H:11]([OH:16])[C@@H:10]([CH2:17][OH:18])[O:9]2)=[CH:4][C:3]=1[CH2:19][C:20]1[S:21][C:22]([C:25]2[CH:29]=[CH:28][S:27][CH:26]=2)=[CH:23][N:24]=1.Cl[C:31]([O:33][CH2:34][CH2:35][CH2:36][CH3:37])=[O:32], predict the reaction product. The product is: [C:31](=[O:32])([O:18][CH2:17][C@@H:10]1[C@@H:11]([OH:16])[C@H:12]([OH:15])[C@@H:13]([OH:14])[C@H:8]([C:5]2[CH:6]=[CH:7][C:2]([Cl:1])=[C:3]([CH2:19][C:20]3[S:21][C:22]([C:25]4[CH:29]=[CH:28][S:27][CH:26]=4)=[CH:23][N:24]=3)[CH:4]=2)[O:9]1)[O:33][CH2:34][CH2:35][CH2:36][CH3:37]. (4) Given the reactants [C:1]([C@:3]([CH3:26])([C@H:7]([C:18]1[CH:23]=[CH:22][CH:21]=[CH:20][C:19]=1[O:24][CH3:25])[C:8]1[C:17]2[C:12](=[CH:13][CH:14]=[CH:15][CH:16]=2)[CH:11]=[CH:10][CH:9]=1)[C:4](O)=[O:5])#[N:2].C(Cl)(=O)C(Cl)=O.Cl.[Cl:34][C:35]1[CH:40]=[CH:39][CH:38]=[CH:37][C:36]=1[N:41]1[CH2:46][CH2:45][NH:44][CH2:43][CH2:42]1.C(N(CC)CC)C, predict the reaction product. The product is: [Cl:34][C:35]1[CH:40]=[CH:39][CH:38]=[CH:37][C:36]=1[N:41]1[CH2:46][CH2:45][N:44]([C:4](=[O:5])[C@:3]([C@H:7]([C:18]2[CH:23]=[CH:22][CH:21]=[CH:20][C:19]=2[O:24][CH3:25])[C:8]2[C:17]3[C:12](=[CH:13][CH:14]=[CH:15][CH:16]=3)[CH:11]=[CH:10][CH:9]=2)([CH3:26])[C:1]#[N:2])[CH2:43][CH2:42]1. (5) Given the reactants [Si:1]([O:8][CH2:9][C:10]1[N:15]=[CH:14][C:13]2[N:16]=[CH:17][N:18]([C:19]3[S:23][C:22]([C:24]([O:26]C)=O)=[C:21]([O:28][CH2:29][C:30]4[CH:35]=[CH:34][CH:33]=[CH:32][C:31]=4[CH2:36][CH3:37])[CH:20]=3)[C:12]=2[CH:11]=1)([C:4]([CH3:7])([CH3:6])[CH3:5])([CH3:3])[CH3:2].[NH3:38], predict the reaction product. The product is: [Si:1]([O:8][CH2:9][C:10]1[N:15]=[CH:14][C:13]2[N:16]=[CH:17][N:18]([C:19]3[S:23][C:22]([C:24]([NH2:38])=[O:26])=[C:21]([O:28][CH2:29][C:30]4[CH:35]=[CH:34][CH:33]=[CH:32][C:31]=4[CH2:36][CH3:37])[CH:20]=3)[C:12]=2[CH:11]=1)([C:4]([CH3:6])([CH3:7])[CH3:5])([CH3:3])[CH3:2]. (6) Given the reactants [CH3:1][O:2][C:3](=[O:12])[CH2:4][C:5]1[CH:10]=[CH:9][C:8]([OH:11])=[CH:7][CH:6]=1.[N+:13]([O-])([OH:15])=[O:14], predict the reaction product. The product is: [CH3:1][O:2][C:3](=[O:12])[CH2:4][C:5]1[CH:10]=[CH:9][C:8]([OH:11])=[C:7]([N+:13]([O-:15])=[O:14])[CH:6]=1.